Task: Predict the product of the given reaction.. Dataset: Forward reaction prediction with 1.9M reactions from USPTO patents (1976-2016) (1) Given the reactants [CH2:1]([N:3]1[C:9]2[N:10]=[CH:11][C:12]([CH2:14][CH2:15][O:16][C:17]3[CH:22]=[CH:21][C:20]([NH2:23])=[CH:19][C:18]=3[CH3:24])=[CH:13][C:8]=2[C:7](=[O:25])[N:6]([CH3:26])[C:5]2[CH:27]=[CH:28][CH:29]=[N:30][C:4]1=2)[CH3:2].Br[C:32]1[CH:42]=[CH:41][C:35]([C:36]([O:38][CH2:39][CH3:40])=[O:37])=[CH:34][CH:33]=1.C(O[Na])(C)(C)C.C1C=CC(P(C2C=CC3C(=CC=CC=3)C=2C2C3C(=CC=CC=3)C=CC=2P(C2C=CC=CC=2)C2C=CC=CC=2)C2C=CC=CC=2)=CC=1, predict the reaction product. The product is: [CH2:1]([N:3]1[C:9]2[N:10]=[CH:11][C:12]([CH2:14][CH2:15][O:16][C:17]3[CH:22]=[CH:21][C:20]([NH:23][C:32]4[CH:42]=[CH:41][C:35]([C:36]([O:38][CH2:39][CH3:40])=[O:37])=[CH:34][CH:33]=4)=[CH:19][C:18]=3[CH3:24])=[CH:13][C:8]=2[C:7](=[O:25])[N:6]([CH3:26])[C:5]2[CH:27]=[CH:28][CH:29]=[N:30][C:4]1=2)[CH3:2]. (2) Given the reactants [Cl:1][C:2]1[C:26]([CH3:27])=[CH:25][C:5]2[N:6]=[C:7]3[C:12]([N:13]([CH2:14][CH:15]([OH:22])C(O)C(O)CO)[C:4]=2[CH:3]=1)=[N:11][C:10](=[O:23])[NH:9][C:8]3=[O:24].I(O)(O)(O)(O)(O)=O.C(=O)([O-])[O-].[Na+].[Na+], predict the reaction product. The product is: [Cl:1][C:2]1[C:26]([CH3:27])=[CH:25][C:5]2[N:6]=[C:7]3[C:12]([N:13]([CH2:14][CH:15]=[O:22])[C:4]=2[CH:3]=1)=[N:11][C:10](=[O:23])[NH:9][C:8]3=[O:24]. (3) Given the reactants [CH2:1]([NH:3][C:4](=[O:38])[NH:5][C:6]1[S:7][C:8]2[C:14]([C:15]3[CH:20]=[CH:19][CH:18]=[CH:17][N:16]=3)=[CH:13][C:12]([C:21]3[CH:30]=[N:29][C:28]4[NH:27][C:26](=[O:31])[C:25]([CH3:37])([C:32]([O:34]CC)=[O:33])[O:24][C:23]=4[CH:22]=3)=[CH:11][C:9]=2[N:10]=1)[CH3:2].[Li+].[OH-], predict the reaction product. The product is: [CH2:1]([NH:3][C:4]([NH:5][C:6]1[S:7][C:8]2[C:14]([C:15]3[CH:20]=[CH:19][CH:18]=[CH:17][N:16]=3)=[CH:13][C:12]([C:21]3[CH:30]=[N:29][C:28]4[NH:27][C:26](=[O:31])[C:25]([CH3:37])([C:32]([OH:34])=[O:33])[O:24][C:23]=4[CH:22]=3)=[CH:11][C:9]=2[N:10]=1)=[O:38])[CH3:2].